From a dataset of Full USPTO retrosynthesis dataset with 1.9M reactions from patents (1976-2016). Predict the reactants needed to synthesize the given product. (1) Given the product [C:16]([O:20][C:21]([N:23]1[CH2:28][C:27](=[O:29])[N:26]([C:12]2[CH:13]=[CH:14][C:9]([O:8][CH2:1][C:2]3[CH:7]=[CH:6][CH:5]=[CH:4][CH:3]=3)=[CH:10][CH:11]=2)[C@@H:25]([CH2:30][OH:31])[CH2:24]1)=[O:22])([CH3:19])([CH3:18])[CH3:17], predict the reactants needed to synthesize it. The reactants are: [CH2:1]([O:8][C:9]1[CH:14]=[CH:13][C:12](I)=[CH:11][CH:10]=1)[C:2]1[CH:7]=[CH:6][CH:5]=[CH:4][CH:3]=1.[C:16]([O:20][C:21]([N:23]1[CH2:28][C:27](=[O:29])[NH:26][C@@H:25]([CH2:30][OH:31])[CH2:24]1)=[O:22])([CH3:19])([CH3:18])[CH3:17].[O-]P([O-])([O-])=O.[K+].[K+].[K+].CNCCNC. (2) Given the product [F:46][C:47]1[C:48]([F:57])=[C:49]([N:20]2[CH:21]=[CH:22][C:17]([O:16][CH:13]3[CH2:14][CH2:15][N:10]([C:7]4[N:8]=[CH:9][C:4]([CH2:1][CH2:2][CH3:3])=[CH:5][N:6]=4)[CH2:11][CH2:12]3)=[CH:18][C:19]2=[O:23])[CH:50]=[CH:51][C:52]=1[C:27]#[N:28], predict the reactants needed to synthesize it. The reactants are: [CH2:1]([C:4]1[CH:5]=[N:6][C:7]([N:10]2[CH2:15][CH2:14][CH:13]([O:16][C:17]3[CH:22]=[CH:21][NH:20][C:19](=[O:23])[CH:18]=3)[CH2:12][CH2:11]2)=[N:8][CH:9]=1)[CH2:2][CH3:3].C(C1[CH:27]=[N:28]C(N2CCC(OC3C=CNC(=O)C=3)CC2)=NC=1)C.[F:46][C:47]1[CH:52]=[CH:51][C:50](S(C)(=O)=O)=[CH:49][C:48]=1[F:57]. (3) Given the product [CH:25]([NH:7][C:8]1[C:9]2[N:10]([C:14]([C:17]3[CH:22]=[CH:21][N:20]=[C:19]([NH:32][CH:29]([CH3:31])[CH3:30])[N:18]=3)=[CH:15][N:16]=2)[CH:11]=[CH:12][N:13]=1)([CH3:26])[CH3:27], predict the reactants needed to synthesize it. The reactants are: C(OC(=O)[N:7]([CH:25]([CH3:27])[CH3:26])[C:8]1[C:9]2[N:10]([C:14]([C:17]3[CH:22]=[CH:21][N:20]=[C:19](SC)[N:18]=3)=[CH:15][N:16]=2)[CH:11]=[CH:12][N:13]=1)(C)(C)C.[CH:29]([NH2:32])([CH3:31])[CH3:30]. (4) Given the product [CH3:5][O:4][C:2](=[O:3])[NH:16][CH:14]([CH3:15])[CH2:13][C:9]1[CH:10]=[CH:11][CH:12]=[C:7]([Cl:6])[CH:8]=1, predict the reactants needed to synthesize it. The reactants are: Cl[C:2]([O:4][CH3:5])=[O:3].[Cl:6][C:7]1[CH:8]=[C:9]([CH2:13][CH:14]([NH2:16])[CH3:15])[CH:10]=[CH:11][CH:12]=1.C(=O)([O-])[O-].[K+].[K+]. (5) Given the product [NH2:47][C:9]1[C:8]2[N:29]=[C:5]([CH2:4][O:3][CH2:1][CH3:2])[N:6]([CH2:30][C:31]([OH:34])([CH3:33])[CH3:32])[C:7]=2[C:16]2[CH:15]=[CH:14][C:13]([O:17][CH2:18][CH2:19][NH:20][C:21](=[O:27])[O:22][C:23]([CH3:26])([CH3:25])[CH3:24])=[CH:12][C:11]=2[N:10]=1, predict the reactants needed to synthesize it. The reactants are: [CH2:1]([O:3][CH2:4][C:5]1[N:6]([CH2:30][C:31]([OH:34])([CH3:33])[CH3:32])[C:7]2[C:16]3[CH:15]=[CH:14][C:13]([O:17][CH2:18][CH2:19][NH:20][C:21](=[O:27])[O:22][C:23]([CH3:26])([CH3:25])[CH3:24])=[CH:12][C:11]=3[N+:10]([O-])=[CH:9][C:8]=2[N:29]=1)[CH3:2].C1(C)C=CC(S(Cl)(=O)=O)=CC=1.[OH-].[NH4+:47]. (6) Given the product [CH2:11]([O:10][P:8]([CH2:13][O:14][C:15]1[CH:20]=[CH:19][C:18]([CH:21]=[CH2:22])=[CH:17][C:16]=1[NH2:23])([O:7][CH2:5][CH3:6])=[O:9])[CH3:12], predict the reactants needed to synthesize it. The reactants are: Cl[Sn]Cl.Cl.[CH2:5]([O:7][P:8]([CH2:13][O:14][C:15]1[CH:20]=[CH:19][C:18]([CH:21]=[CH2:22])=[CH:17][C:16]=1[N+:23]([O-])=O)([O:10][CH2:11][CH3:12])=[O:9])[CH3:6].